This data is from Reaction yield outcomes from USPTO patents with 853,638 reactions. The task is: Predict the reaction yield, written as a fraction of the theoretical maximum amount of product (1.0 means a 100% yield; for example, 0.34 means a 34% yield). (1) The reactants are [BH4-].[Li+].[Cl:3][C:4]1[CH:5]=[CH:6][C:7]([C:25](OC)=[O:26])=[C:8]2[C:12]=1[N:11]=[C:10]1[N:13]([C:17]3[CH:22]=[CH:21][C:20]([Cl:23])=[CH:19][C:18]=3[Cl:24])[CH2:14][CH2:15][CH2:16][N:9]21. The catalyst is O1CCCC1. The product is [Cl:3][C:4]1[C:12]2[N:11]=[C:10]3[N:13]([C:17]4[CH:22]=[CH:21][C:20]([Cl:23])=[CH:19][C:18]=4[Cl:24])[CH2:14][CH2:15][CH2:16][N:9]3[C:8]=2[C:7]([CH2:25][OH:26])=[CH:6][CH:5]=1. The yield is 0.890. (2) The reactants are OS(O)(=O)=O.[C:6]([OH:15])(=[O:14])[C:7]1[C:8](=[CH:10][CH:11]=[CH:12][CH:13]=1)[OH:9].[CH3:16][CH2:17]O. The catalyst is C(Cl)Cl. The product is [OH:9][C:8]1[CH:10]=[CH:11][CH:12]=[CH:13][C:7]=1[C:6]([O:15][CH2:16][CH3:17])=[O:14]. The yield is 0.700. (3) The reactants are [O:1]1[C:6]2[CH:7]=[CH:8][C:9]([C:11]3[C:19]4[C:14](=[CH:15][CH:16]=[C:17]([C:20]#[N:21])[CH:18]=4)[NH:13][N:12]=3)=[CH:10][C:5]=2[O:4][CH2:3][CH2:2]1.[OH:22]O.[OH-].[Na+].Cl. The catalyst is O.C(O)C. The product is [O:1]1[C:6]2[CH:7]=[CH:8][C:9]([C:11]3[C:19]4[C:14](=[CH:15][CH:16]=[C:17]([C:20]([NH2:21])=[O:22])[CH:18]=4)[NH:13][N:12]=3)=[CH:10][C:5]=2[O:4][CH2:3][CH2:2]1. The yield is 0.500.